This data is from Full USPTO retrosynthesis dataset with 1.9M reactions from patents (1976-2016). The task is: Predict the reactants needed to synthesize the given product. (1) Given the product [CH3:4][C:2]([O:5][C:6]([N:8]([C:26]([O:28][C:29]([CH3:32])([CH3:31])[CH3:30])=[O:27])[N:9]([C:17]1[C:22]([F:23])=[C:21]([NH:41][CH2:42][C:43]2[S:44][CH:45]=[CH:46][N:47]=2)[N:20]=[C:19]([Cl:25])[N:18]=1)[C:10]([O:12][C:13]([CH3:14])([CH3:15])[CH3:16])=[O:11])=[O:7])([CH3:1])[CH3:3], predict the reactants needed to synthesize it. The reactants are: [CH3:1][C:2]([O:5][C:6]([N:8]([C:26]([O:28][C:29]([CH3:32])([CH3:31])[CH3:30])=[O:27])[N:9]([C:17]1[C:22]([F:23])=[C:21](Cl)[N:20]=[C:19]([Cl:25])[N:18]=1)[C:10]([O:12][C:13]([CH3:16])([CH3:15])[CH3:14])=[O:11])=[O:7])([CH3:4])[CH3:3].C(N(CC)CC)C.Cl.[NH2:41][CH2:42][C:43]1[S:44][CH:45]=[CH:46][N:47]=1. (2) Given the product [F:1][CH:2]([F:14])[O:3][C:4]1[CH:5]=[C:6]([C@H:10]2[CH2:11][O:13]2)[CH:7]=[CH:8][CH:9]=1, predict the reactants needed to synthesize it. The reactants are: [F:1][CH:2]([F:14])[O:3][C:4]1[CH:5]=[C:6]([C@H:10]([OH:13])[CH2:11]O)[CH:7]=[CH:8][CH:9]=1.CC(OC)(OC)OC.C[Si](Cl)(C)C.C(=O)([O-])[O-].[K+].[K+]. (3) The reactants are: [CH3:1][O:2][C:3]1[C:9]2[CH:10]=[CH:11][CH:12]=[CH:13][C:8]=2[NH:7][C:6]2[CH:14]=[CH:15][CH:16]=[CH:17][C:5]=2[CH:4]=1.[O:18]([C:20]#[N:21])[Na]. Given the product [CH3:1][O:2][C:3]1[C:9]2[CH:10]=[CH:11][CH:12]=[CH:13][C:8]=2[N:7]([C:20]([NH2:21])=[O:18])[C:6]2[CH:14]=[CH:15][CH:16]=[CH:17][C:5]=2[CH:4]=1, predict the reactants needed to synthesize it. (4) Given the product [F:19][C:17]1[CH:18]=[C:2]2[C:3]([C:4](=[O:5])[N:6]([CH:7]3[CH2:12][CH2:11][C:10](=[O:13])[NH:9][C:8]3=[O:14])[CH:20]=[N:1]2)=[CH:15][CH:16]=1, predict the reactants needed to synthesize it. The reactants are: [NH2:1][C:2]1[CH:18]=[C:17]([F:19])[CH:16]=[CH:15][C:3]=1[C:4]([NH:6][CH:7]1[CH2:12][CH2:11][C:10](=[O:13])[NH:9][C:8]1=[O:14])=[O:5].[CH:20](OC)(OC)OC.C1(C)C=CC(S(O)(=O)=O)=CC=1. (5) Given the product [CH3:22][O:21][C:17]1[CH:16]=[CH:15][N:14]=[C:13]([CH2:12][S+:11]([O-:32])[C:9]2[NH:8][C:7]3[CH:23]=[CH:24][C:4]([O:3][CH:2]([F:1])[F:25])=[CH:5][C:6]=3[N:10]=2)[C:18]=1[O:19][CH3:20], predict the reactants needed to synthesize it. The reactants are: [F:1][CH:2]([F:25])[O:3][C:4]1[CH:24]=[CH:23][C:7]2[NH:8][C:9]([S:11][CH2:12][C:13]3[C:18]([O:19][CH3:20])=[C:17]([O:21][CH3:22])[CH:16]=[CH:15][N:14]=3)=[N:10][C:6]=2[CH:5]=1.[OH-].[Na+].[O-]Cl.[Na+].S(S([O-])=O)([O-])(=O)=[O:32].[Na+].[Na+].Cl. (6) Given the product [F:1][C:2]1[CH:3]=[C:4]([C:9]2[CH:14]=[CH:13][C:12]([C:15]3[C:24]4[C:19](=[CH:20][C:21]([S:25]([NH:47][C:43]5[O:42][CH:46]=[N:45][N:44]=5)(=[O:27])=[O:26])=[CH:22][CH:23]=4)[CH:18]=[CH:17][N:16]=3)=[C:11]([O:40][CH3:41])[CH:10]=2)[CH:5]=[C:6]([F:8])[CH:7]=1, predict the reactants needed to synthesize it. The reactants are: [F:1][C:2]1[CH:3]=[C:4]([C:9]2[CH:14]=[CH:13][C:12]([C:15]3[C:24]4[C:19](=[CH:20][C:21]([S:25](OC5C(F)=C(F)C(F)=C(F)C=5F)(=[O:27])=[O:26])=[CH:22][CH:23]=4)[CH:18]=[CH:17][N:16]=3)=[C:11]([O:40][CH3:41])[CH:10]=2)[CH:5]=[C:6]([F:8])[CH:7]=1.[O:42]1[CH:46]=[N:45][N:44]=[C:43]1[NH2:47].C(=O)([O-])[O-].[Cs+].[Cs+].C(#N)C. (7) Given the product [CH:24]([C:23]1[CH:26]=[CH:27][C:20]([C:18]#[C:19][C:7]2[CH:17]=[CH:16][C:10]([C:11]([O:13][CH2:14][CH3:15])=[O:12])=[CH:9][CH:8]=2)=[CH:21][CH:22]=1)=[O:25], predict the reactants needed to synthesize it. The reactants are: C1COCC1.I[C:7]1[CH:17]=[CH:16][C:10]([C:11]([O:13][CH2:14][CH3:15])=[O:12])=[CH:9][CH:8]=1.[C:18]([C:20]1[CH:27]=[CH:26][C:23]([CH:24]=[O:25])=[CH:22][CH:21]=1)#[CH:19]. (8) Given the product [CH2:1]([O:3][C:4]1[N:8]([CH2:9][C:10]2[S:14][C:13]([C:15]3[CH:20]=[CH:19][C:18]([C:21]([F:22])([F:23])[F:24])=[CH:17][CH:16]=3)=[N:12][C:11]=2[CH3:25])[C:7]2[CH:26]=[C:27]([O:31][CH2:32][CH2:33][CH2:34][C:35]([OH:37])=[O:36])[CH:28]=[C:29]([CH3:30])[C:6]=2[N:5]=1)[CH3:2], predict the reactants needed to synthesize it. The reactants are: [CH2:1]([O:3][C:4]1[N:8]([CH2:9][C:10]2[S:14][C:13]([C:15]3[CH:20]=[CH:19][C:18]([C:21]([F:24])([F:23])[F:22])=[CH:17][CH:16]=3)=[N:12][C:11]=2[CH3:25])[C:7]2[CH:26]=[C:27]([O:31][CH2:32][CH2:33][CH2:34][C:35]([O:37]CC)=[O:36])[CH:28]=[C:29]([CH3:30])[C:6]=2[N:5]=1)[CH3:2].[OH-].[Na+].Cl. (9) Given the product [NH2:21][C:18]1[CH:19]=[CH:20][C:15]([S:12]([NH:11][C:8]2[CH:9]=[CH:10][C:5]3[CH2:4][O:3][B:2]([OH:1])[C:6]=3[CH:7]=2)(=[O:13])=[O:14])=[C:16]([CH2:24][CH2:25][O:26][CH3:27])[CH:17]=1, predict the reactants needed to synthesize it. The reactants are: [OH:1][B:2]1[C:6]2[CH:7]=[C:8]([NH:11][S:12]([C:15]3[CH:20]=[CH:19][C:18]([N+:21]([O-])=O)=[CH:17][C:16]=3[CH2:24][CH2:25][O:26][CH3:27])(=[O:14])=[O:13])[CH:9]=[CH:10][C:5]=2[CH2:4][O:3]1.Cl.